Dataset: Forward reaction prediction with 1.9M reactions from USPTO patents (1976-2016). Task: Predict the product of the given reaction. Given the reactants C([O:3][C:4](=[O:32])[CH2:5][C:6]1[CH:7]=[N:8][C:9]([OH:31])=[C:10]([C:12]2[CH:17]=[CH:16][C:15]([C:18]([F:21])([F:20])[F:19])=[CH:14][C:13]=2[CH2:22][N:23]([C:26]([CH:28]2[CH2:30][CH2:29]2)=[O:27])[CH2:24][CH3:25])[CH:11]=1)C.S(C1C=CC(C)=CC=1)(O[CH2:37][C:38]([F:41])([F:40])[F:39])(=O)=O.C(=O)([O-])[O-].[K+].[K+], predict the reaction product. The product is: [CH:28]1([C:26]([N:23]([CH2:22][C:13]2[CH:14]=[C:15]([C:18]([F:19])([F:20])[F:21])[CH:16]=[CH:17][C:12]=2[C:10]2[CH:11]=[C:6]([CH2:5][C:4]([OH:3])=[O:32])[CH:7]=[N:8][C:9]=2[O:31][CH2:37][C:38]([F:41])([F:40])[F:39])[CH2:24][CH3:25])=[O:27])[CH2:29][CH2:30]1.